Task: Predict the reaction yield, written as a fraction of the theoretical maximum amount of product (1.0 means a 100% yield; for example, 0.34 means a 34% yield).. Dataset: Reaction yield outcomes from USPTO patents with 853,638 reactions (1) No catalyst specified. The reactants are [NH2:1][C:2]1[CH:24]=[CH:23][C:5]2[N:6]([C:17]3[CH:22]=[CH:21][CH:20]=[CH:19][N:18]=3)[C:7](/[CH:9]=[CH:10]/[C:11]3[CH:16]=[CH:15][CH:14]=[CH:13][CH:12]=3)=[N:8][C:4]=2[CH:3]=1.C(=O)(O)[O-].[Na+].[C:30](OC(=O)C)(=[O:32])[CH3:31]. The yield is 0.610. The product is [C:30]([NH:1][C:2]1[CH:24]=[CH:23][C:5]2[N:6]([C:17]3[CH:22]=[CH:21][CH:20]=[CH:19][N:18]=3)[C:7](/[CH:9]=[CH:10]/[C:11]3[CH:16]=[CH:15][CH:14]=[CH:13][CH:12]=3)=[N:8][C:4]=2[CH:3]=1)(=[O:32])[CH3:31]. (2) The reactants are C1COCC1.Br[C:7]1[C:8]([CH3:21])=[C:9]([C:15]2[CH:20]=[CH:19][CH:18]=[CH:17][CH:16]=2)[C:10]([CH3:14])=[CH:11][C:12]=1[CH3:13].Br[C:23]1[CH:28]=[CH:27][CH:26]=[CH:25][C:24]=1Cl.[P:30](Cl)([CH:37]1[CH2:42][CH2:41][CH2:40][CH2:39][CH2:38]1)[CH:31]1[CH2:36][CH2:35][CH2:34][CH2:33][CH2:32]1. The catalyst is [AlH](CC(C)C)CC(C)C.Cl[Cu].C(OCC)(=O)C. The product is [CH:31]1([P:30]([CH:37]2[CH2:42][CH2:41][CH2:40][CH2:39][CH2:38]2)[C:16]2[CH:17]=[CH:18][CH:19]=[CH:20][C:15]=2[C:9]2[C:10]([CH3:14])=[CH:11][C:12]([CH3:13])=[C:7]([C:23]3[CH:28]=[CH:27][CH:26]=[CH:25][CH:24]=3)[C:8]=2[CH3:21])[CH2:36][CH2:35][CH2:34][CH2:33][CH2:32]1. The yield is 0.500. (3) The reactants are [NH2:1][C@H:2]1[CH2:11][CH2:10][C:9]2[C:8]([S:12]([NH:15][C:16]3[CH:21]=[CH:20][C:19]([C:22]([F:25])([F:24])[F:23])=[CH:18][CH:17]=3)(=[O:14])=[O:13])=[CH:7][CH:6]=[C:5]([O:26][CH3:27])[C:4]=2[CH2:3]1.Cl[C:29]([O:31][CH2:32][CH3:33])=[O:30].N1C=CC=CC=1. The catalyst is ClCCl. The product is [CH3:27][O:26][C:5]1[CH:6]=[CH:7][C:8]([S:12]([NH:15][C:16]2[CH:21]=[CH:20][C:19]([C:22]([F:23])([F:24])[F:25])=[CH:18][CH:17]=2)(=[O:13])=[O:14])=[C:9]2[C:4]=1[CH2:3][C@@H:2]([NH:1][C:29](=[O:30])[O:31][CH2:32][CH3:33])[CH2:11][CH2:10]2. The yield is 0.870.